This data is from Catalyst prediction with 721,799 reactions and 888 catalyst types from USPTO. The task is: Predict which catalyst facilitates the given reaction. (1) Reactant: Cl.[F:2][C:3]1([F:8])[CH2:7][CH2:6][NH:5][CH2:4]1.[C:9]([O:13][C:14](=[O:19])[NH:15][CH2:16][CH2:17]Br)([CH3:12])([CH3:11])[CH3:10].C(N(CC)C(C)C)(C)C. Product: [F:2][C:3]1([F:8])[CH2:7][CH2:6][N:5]([CH2:17][CH2:16][NH:15][C:14](=[O:19])[O:13][C:9]([CH3:12])([CH3:11])[CH3:10])[CH2:4]1. The catalyst class is: 10. (2) Reactant: [CH:1]1([C:7]([C:21]2[CH:26]=[CH:25][CH:24]=[CH:23][CH:22]=2)([C:9]2[N:13]=[CH:12][N:11]([CH2:14][CH:15]3[CH2:20][CH2:19][NH:18][CH2:17][CH2:16]3)[N:10]=2)[OH:8])[CH2:6][CH2:5][CH2:4][CH2:3][CH2:2]1.Br[CH2:28][CH2:29][C:30]1[CH:35]=[CH:34][C:33]([CH2:36][CH2:37][N:38]2[C:46](=[O:47])[C:45]3[C:40](=[CH:41][CH:42]=[CH:43][CH:44]=3)[C:39]2=[O:48])=[CH:32][CH:31]=1.C(N(C(C)C)CC)(C)C. Product: [CH:21]1([C@@:7]([OH:8])([C:1]2[CH:6]=[CH:5][CH:4]=[CH:3][CH:2]=2)[C:9]2[N:13]=[CH:12][N:11]([CH2:14][CH:15]3[CH2:20][CH2:19][N:18]([CH2:28][CH2:29][C:30]4[CH:31]=[CH:32][C:33]([CH2:36][CH2:37][N:38]5[C:46](=[O:47])[C:45]6[C:40](=[CH:41][CH:42]=[CH:43][CH:44]=6)[C:39]5=[O:48])=[CH:34][CH:35]=4)[CH2:17][CH2:16]3)[N:10]=2)[CH2:26][CH2:25][CH2:24][CH2:23][CH2:22]1. The catalyst class is: 311. (3) Reactant: [NH:1]1[C:5]2[CH:6]=[CH:7][CH:8]=[CH:9][C:4]=2[N:3]=[C:2]1[CH2:10][N:11]1[C@@H:24]2[C@@H:15]([CH2:16][CH2:17][C:18]3[C:23]2=[N:22][CH:21]=[CH:20][CH:19]=3)[CH2:14][CH2:13][CH2:12]1.C(=O)([O-])[O-].[K+].[K+].[I-].[K+].Cl.Cl[CH2:35][C:36]1[CH:41]=[CH:40][N:39]=[CH:38][CH:37]=1. Product: [N:39]1[CH:40]=[CH:41][C:36]([CH2:35][N:1]2[C:5]3[CH:6]=[CH:7][CH:8]=[CH:9][C:4]=3[N:3]=[C:2]2[CH2:10][N:11]2[C@@H:24]3[C@@H:15]([CH2:16][CH2:17][C:18]4[C:23]3=[N:22][CH:21]=[CH:20][CH:19]=4)[CH2:14][CH2:13][CH2:12]2)=[CH:37][CH:38]=1. The catalyst class is: 35. (4) Reactant: [NH:1]([C:115]([CH3:117])=[O:116])[C@H:2]([C:10]([NH:12][C@H:13]([C:18]([NH:20][C@H:21]([C:26]([NH:28][C@H:29]([C:34]([NH:36][C@H:37]([C:45]([NH:47][C@H:48]([C:53]([NH:55][C@H:56]([C:58]([NH:60][C@H:61]([C:66]([NH:68][C@H:69]([C:77]([NH:79][C@H:80]([C:85]([NH:87][C@H:88]([C:93]([NH:95][C@H:96]([C:101]([NH:103][C@H:104]([C:112]([NH2:114])=[O:113])[CH2:105][CH2:106][CH2:107][NH:108][C:109](=[NH:111])[NH2:110])=[O:102])[CH2:97][CH:98]([CH3:100])[CH3:99])=[O:94])[CH2:89][C:90](=[O:92])[OH:91])=[O:86])[CH2:81][CH:82]([CH3:84])[CH3:83])=[O:78])[CH2:70][CH2:71][CH2:72][NH:73][C:74](=[NH:76])[NH2:75])=[O:67])[CH2:62][CH:63]([CH3:65])[CH3:64])=[O:59])[CH3:57])=[O:54])[CH2:49][CH:50]([CH3:52])[CH3:51])=[O:46])[CH2:38][CH2:39][CH2:40][NH:41][C:42](=[NH:44])[NH2:43])=[O:35])[CH2:30][CH:31]([CH3:33])[CH3:32])=[O:27])[CH2:22][C:23](=[O:25])[OH:24])=[O:19])[CH2:14][CH:15]([CH3:17])[CH3:16])=[O:11])[CH2:3][CH2:4][CH2:5][NH:6][C:7](=[NH:9])[NH2:8].FC(C(O)=O)(F)F.FC(C(O)=O)(F)F.FC(C(O)=O)(F)F.FC(C(O)=O)(F)F.[ClH:146].C1COCC1. Product: [NH:1]([C:115]([CH3:117])=[O:116])[C@H:2]([C:10]([NH:12][C@H:13]([C:18]([NH:20][C@H:21]([C:26]([NH:28][C@H:29]([C:34]([NH:36][C@H:37]([C:45]([NH:47][C@H:48]([C:53]([NH:55][C@H:56]([C:58]([NH:60][C@H:61]([C:66]([NH:68][C@H:69]([C:77]([NH:79][C@H:80]([C:85]([NH:87][C@H:88]([C:93]([NH:95][C@H:96]([C:101]([NH:103][C@H:104]([C:112]([NH2:114])=[O:113])[CH2:105][CH2:106][CH2:107][NH:108][C:109](=[NH:110])[NH2:111])=[O:102])[CH2:97][CH:98]([CH3:99])[CH3:100])=[O:94])[CH2:89][C:90](=[O:91])[OH:92])=[O:86])[CH2:81][CH:82]([CH3:83])[CH3:84])=[O:78])[CH2:70][CH2:71][CH2:72][NH:73][C:74](=[NH:75])[NH2:76])=[O:67])[CH2:62][CH:63]([CH3:65])[CH3:64])=[O:59])[CH3:57])=[O:54])[CH2:49][CH:50]([CH3:52])[CH3:51])=[O:46])[CH2:38][CH2:39][CH2:40][NH:41][C:42](=[NH:43])[NH2:44])=[O:35])[CH2:30][CH:31]([CH3:33])[CH3:32])=[O:27])[CH2:22][C:23](=[O:24])[OH:25])=[O:19])[CH2:14][CH:15]([CH3:16])[CH3:17])=[O:11])[CH2:3][CH2:4][CH2:5][NH:6][C:7](=[NH:8])[NH2:9].[ClH:146].[ClH:146].[ClH:146].[ClH:146]. The catalyst class is: 237. (5) Reactant: [CH2:1]([O:3][C:4]([CH:6]1[CH2:10][CH2:9][C:8](=[CH:11][N+:12]([O-])=O)[N:7]1[CH2:15][C:16]1[CH:21]=[CH:20][C:19]([F:22])=[CH:18][CH:17]=1)=[O:5])[CH3:2].[H][H].FC1C=CC(CN2C3CCC2C(=O)NC3)=CC=1. Product: [CH2:1]([O:3][C:4]([CH:6]1[CH2:10][CH2:9][CH:8]([CH2:11][NH2:12])[N:7]1[CH2:15][C:16]1[CH:17]=[CH:18][C:19]([F:22])=[CH:20][CH:21]=1)=[O:5])[CH3:2]. The catalyst class is: 19. (6) Reactant: [CH:1]1([N:4]2[C:8]3[CH:9]=[CH:10][C:11]([C:14]([C@H:16]4[C@H:20]([C:21]5[CH:26]=[CH:25][CH:24]=[CH:23][CH:22]=5)[O:19]C(C)(C)[O:17]4)=[O:15])=[C:12]([OH:13])[C:7]=3[N:6]=[C:5]2[CH3:29])[CH2:3][CH2:2]1.[OH-].[Na+]. Product: [OH:17][C@H:16]([C@@H:20]([OH:19])[C:21]1[CH:22]=[CH:23][CH:24]=[CH:25][CH:26]=1)[C:14]([C:11]1[CH:10]=[CH:9][C:8]2[N:4]([CH:1]3[CH2:2][CH2:3]3)[C:5]([CH3:29])=[N:6][C:7]=2[C:12]=1[OH:13])=[O:15]. The catalyst class is: 33. (7) Reactant: [F:1][C:2]1[CH:31]=[CH:30][C:5]([C:6]([N:8]([CH2:12][C:13]2[CH:29]=[CH:28][CH:27]=[CH:26][C:14]=2[O:15][CH2:16][CH2:17][CH2:18][CH2:19][CH2:20][C:21]([O:23]CC)=[O:22])[CH:9]([CH3:11])[CH3:10])=[O:7])=[CH:4][CH:3]=1.O.[OH-].[Li+].Cl. Product: [F:1][C:2]1[CH:31]=[CH:30][C:5]([C:6]([N:8]([CH2:12][C:13]2[CH:29]=[CH:28][CH:27]=[CH:26][C:14]=2[O:15][CH2:16][CH2:17][CH2:18][CH2:19][CH2:20][C:21]([OH:23])=[O:22])[CH:9]([CH3:11])[CH3:10])=[O:7])=[CH:4][CH:3]=1. The catalyst class is: 20.